From a dataset of Catalyst prediction with 721,799 reactions and 888 catalyst types from USPTO. Predict which catalyst facilitates the given reaction. Reactant: [CH3:1][C:2]1[N:10]=[CH:9][CH:8]=[CH:7][C:3]=1[C:4](O)=[O:5].C(Cl)(=O)C([Cl:14])=O. Product: [CH3:1][C:2]1[N:10]=[CH:9][CH:8]=[CH:7][C:3]=1[C:4]([Cl:14])=[O:5]. The catalyst class is: 618.